From a dataset of Reaction yield outcomes from USPTO patents with 853,638 reactions. Predict the reaction yield, written as a fraction of the theoretical maximum amount of product (1.0 means a 100% yield; for example, 0.34 means a 34% yield). The reactants are [CH2:1]([N:3]1[C:12]2[C:7](=[N:8][CH:9]=[C:10]([CH2:13][C:14]3[CH:19]=[CH:18][C:17]([F:20])=[CH:16][CH:15]=3)[CH:11]=2)[C:6]([OH:21])=[C:5]([C:22](OCC)=[O:23])[C:4]1=[O:27])[CH3:2].[NH2:28][CH2:29][CH2:30][NH:31][C:32](=[O:34])[CH3:33]. No catalyst specified. The product is [C:32]([NH:31][CH2:30][CH2:29][NH:28][C:22]([C:5]1[C:4](=[O:27])[N:3]([CH2:1][CH3:2])[C:12]2[C:7]([C:6]=1[OH:21])=[N:8][CH:9]=[C:10]([CH2:13][C:14]1[CH:15]=[CH:16][C:17]([F:20])=[CH:18][CH:19]=1)[CH:11]=2)=[O:23])(=[O:34])[CH3:33]. The yield is 0.600.